Dataset: Full USPTO retrosynthesis dataset with 1.9M reactions from patents (1976-2016). Task: Predict the reactants needed to synthesize the given product. (1) Given the product [CH3:1][O:2][C:3]([C@H:5]([NH:8][C:9](=[O:15])[O:10][C:11]([CH3:12])([CH3:14])[CH3:13])[CH2:6][O:7][Si:25]([C:22]([CH3:24])([CH3:23])[CH3:21])([CH3:27])[CH3:26])=[O:4], predict the reactants needed to synthesize it. The reactants are: [CH3:1][O:2][C:3]([C@H:5]([NH:8][C:9](=[O:15])[O:10][C:11]([CH3:14])([CH3:13])[CH3:12])[CH2:6][OH:7])=[O:4].N1C=CN=C1.[CH3:21][C:22]([Si:25](Cl)([CH3:27])[CH3:26])([CH3:24])[CH3:23]. (2) The reactants are: [NH2:1][CH2:2][CH2:3][C:4]1[CH:9]=[CH:8][C:7]([S:10]([C:13]2[CH:23]=[CH:22][C:16]([C:17]([O:19][CH2:20][CH3:21])=[O:18])=[CH:15][N:14]=2)(=[O:12])=[O:11])=[CH:6][CH:5]=1.[CH:24](=O)[C:25]1[CH:30]=[CH:29][CH:28]=[CH:27][CH:26]=1. Given the product [CH2:24]([NH:1][CH2:2][CH2:3][C:4]1[CH:5]=[CH:6][C:7]([S:10]([C:13]2[CH:23]=[CH:22][C:16]([C:17]([O:19][CH2:20][CH3:21])=[O:18])=[CH:15][N:14]=2)(=[O:12])=[O:11])=[CH:8][CH:9]=1)[C:25]1[CH:30]=[CH:29][CH:28]=[CH:27][CH:26]=1, predict the reactants needed to synthesize it. (3) Given the product [CH3:34][C:30]1([C:29]#[C:28][C:12]2[CH:13]=[C:14]3[C@@:15]4([CH2:19][S:18][C:17]([NH:20][C:21](=[O:27])[O:22][C:23]([CH3:25])([CH3:24])[CH3:26])=[N:16]4)[C:4]4[C:5](=[N:6][CH:7]=[C:2]([C:39]5[CH:40]=[N:41][C:36]([CH3:35])=[CH:37][CH:38]=5)[CH:3]=4)[O:8][C:9]3=[CH:10][CH:11]=2)[CH2:31][O:32][CH2:33]1, predict the reactants needed to synthesize it. The reactants are: Br[C:2]1[CH:3]=[C:4]2[C@:15]3([CH2:19][S:18][C:17]([NH:20][C:21](=[O:27])[O:22][C:23]([CH3:26])([CH3:25])[CH3:24])=[N:16]3)[C:14]3[C:9](=[CH:10][CH:11]=[C:12]([C:28]#[C:29][C:30]4([CH3:34])[CH2:33][O:32][CH2:31]4)[CH:13]=3)[O:8][C:5]2=[N:6][CH:7]=1.[CH3:35][C:36]1[N:41]=[CH:40][C:39](B(O)O)=[CH:38][CH:37]=1.C(=O)([O-])[O-].[K+].[K+]. (4) Given the product [C:3]([N:6]1[C:7]2[C:16](=[CH:15][CH:14]=[C:13]([NH:28][C:29](=[O:34])[C:30]([CH3:33])([CH3:31])[CH3:32])[C:8]=2[C:9]([O:11][CH3:12])=[O:10])[C@H:17]2[CH2:21][CH2:20][O:19][C@H:18]2[CH2:22]1)(=[O:5])[CH3:4], predict the reactants needed to synthesize it. The reactants are: [H-].[Na+].[C:3]([NH:6][C:7]1[C:16]([C@H:17]2[CH2:21][CH2:20][O:19][C@H:18]2[CH2:22]OS(C)(=O)=O)=[CH:15][CH:14]=[C:13]([NH:28][C:29](=[O:34])[C:30]([CH3:33])([CH3:32])[CH3:31])[C:8]=1[C:9]([O:11][CH3:12])=[O:10])(=[O:5])[CH3:4].[Cl-].[NH4+]. (5) Given the product [CH3:33][O:34][CH2:35][CH2:36][O:22][CH:11]1[C:10]2[CH:9]=[CH:8][C:5]3[N:6]([CH3:7])[C:2]([CH3:1])=[N:3][C:4]=3[C:15]=2[O:14][CH:13]([C:16]2[CH:17]=[CH:18][CH:19]=[CH:20][CH:21]=2)[CH2:12]1, predict the reactants needed to synthesize it. The reactants are: [CH3:1][C:2]1[N:6]([CH3:7])[C:5]2[CH:8]=[CH:9][C:10]3[C@H:11]([OH:22])[CH2:12][C@H:13]([C:16]4[CH:21]=[CH:20][CH:19]=[CH:18][CH:17]=4)[O:14][C:15]=3[C:4]=2[N:3]=1.CS(O)(=O)=O.C(=O)(O)[O-].[Na+].[CH3:33][O:34][CH2:35][CH2:36]O. (6) Given the product [CH3:33][C:2]1[CH:3]=[CH:4][C:5]([N:10]2[CH2:32][CH2:31][C:13]3[N:14]=[CH:15][N:16]=[C:17]([NH:18][C@@H:19]([C:21]4[CH:22]=[N:23][C:24]([C:27]([F:30])([F:29])[F:28])=[CH:25][CH:26]=4)[CH3:20])[C:12]=3[CH2:11]2)=[C:6]([CH:9]=1)[C:7]#[N:8], predict the reactants needed to synthesize it. The reactants are: Br[C:2]1[CH:3]=[CH:4][C:5]([N:10]2[CH2:32][CH2:31][C:13]3[N:14]=[CH:15][N:16]=[C:17]([NH:18][C@@H:19]([C:21]4[CH:22]=[N:23][C:24]([C:27]([F:30])([F:29])[F:28])=[CH:25][CH:26]=4)[CH3:20])[C:12]=3[CH2:11]2)=[C:6]([CH:9]=1)[C:7]#[N:8].[CH3:33]B(O)O.P([O-])([O-])([O-])=O.[K+].[K+].[K+].C1(P(C2CCCCC2)C2CCCCC2)CCCCC1.